Dataset: NCI-60 drug combinations with 297,098 pairs across 59 cell lines. Task: Regression. Given two drug SMILES strings and cell line genomic features, predict the synergy score measuring deviation from expected non-interaction effect. (1) Drug 1: C1=NC2=C(N=C(N=C2N1C3C(C(C(O3)CO)O)F)Cl)N. Drug 2: C1C(C(OC1N2C=NC(=NC2=O)N)CO)O. Cell line: MOLT-4. Synergy scores: CSS=81.9, Synergy_ZIP=0.634, Synergy_Bliss=0.723, Synergy_Loewe=2.14, Synergy_HSA=3.91. (2) Drug 1: C1CC(=O)NC(=O)C1N2CC3=C(C2=O)C=CC=C3N. Drug 2: C1CC(=O)NC(=O)C1N2C(=O)C3=CC=CC=C3C2=O. Cell line: IGROV1. Synergy scores: CSS=9.12, Synergy_ZIP=-1.97, Synergy_Bliss=2.86, Synergy_Loewe=2.27, Synergy_HSA=2.55. (3) Drug 1: COC1=C(C=C2C(=C1)N=CN=C2NC3=CC(=C(C=C3)F)Cl)OCCCN4CCOCC4. Drug 2: CN1C(=O)N2C=NC(=C2N=N1)C(=O)N. Cell line: SK-MEL-5. Synergy scores: CSS=30.5, Synergy_ZIP=0.955, Synergy_Bliss=6.08, Synergy_Loewe=-31.9, Synergy_HSA=-0.197.